Dataset: Forward reaction prediction with 1.9M reactions from USPTO patents (1976-2016). Task: Predict the product of the given reaction. (1) Given the reactants [Mn]([O-])(=O)(=O)=O.[K+].O.[O-2].[O-2].[O-2].O=[Si]=O.O=[Si]=O.O=[Si]=O.O=[Si]=O.[Al+3].[Al+3].ClCCl.[CH:28]([C:31]1[C:39]2[C:38]3[CH:40]=[CH:41][CH:42]=[CH:43][C:37]=3[O:36][C:35]=2[C:34]([N:44]2[CH2:48][CH2:47][N:46]=[C:45]2[C:49]2[CH:54]=[CH:53][CH:52]=[CH:51][CH:50]=2)=[C:33]([CH:55]([CH3:57])[CH3:56])[CH:32]=1)([CH3:30])[CH3:29], predict the reaction product. The product is: [CH:28]([C:31]1[C:39]2[C:38]3[CH:40]=[CH:41][CH:42]=[CH:43][C:37]=3[O:36][C:35]=2[C:34]([N:44]2[CH:48]=[CH:47][N:46]=[C:45]2[C:49]2[CH:54]=[CH:53][CH:52]=[CH:51][CH:50]=2)=[C:33]([CH:55]([CH3:57])[CH3:56])[CH:32]=1)([CH3:30])[CH3:29]. (2) Given the reactants [F:1][C:2]1[CH:10]=[C:9]([F:11])[CH:8]=[C:7]([F:12])[C:3]=1[C:4]([Cl:6])=[O:5].[CH3:13][N:14]([CH3:28])[CH:15]1[CH2:20][CH2:19][C:18]([C:21]2[CH:22]=[C:23]([NH2:27])[CH:24]=[CH:25][CH:26]=2)=[CH:17][CH2:16]1, predict the reaction product. The product is: [ClH:6].[CH3:13][N:14]([CH3:28])[CH:15]1[CH2:20][CH2:19][C:18]([C:21]2[CH:22]=[C:23]([NH:27][C:4](=[O:5])[C:3]3[C:2]([F:1])=[CH:10][C:9]([F:11])=[CH:8][C:7]=3[F:12])[CH:24]=[CH:25][CH:26]=2)=[CH:17][CH2:16]1. (3) Given the reactants Cl[C:2]1[N:3]=[C:4]([N:18]2[CH2:23][CH2:22][O:21][CH2:20][CH2:19]2)[C:5]2[S:10][C:9]([CH2:11][N:12]3[CH2:17][CH2:16][O:15][CH2:14][CH2:13]3)=[CH:8][C:6]=2[N:7]=1.[CH3:24][S-:25].[Na+], predict the reaction product. The product is: [CH3:24][S:25][C:2]1[N:3]=[C:4]([N:18]2[CH2:23][CH2:22][O:21][CH2:20][CH2:19]2)[C:5]2[S:10][C:9]([CH2:11][N:12]3[CH2:17][CH2:16][O:15][CH2:14][CH2:13]3)=[CH:8][C:6]=2[N:7]=1. (4) Given the reactants [CH3:1][O:2][CH:3]([O:13][CH3:14])[C:4]1[CH:5]=[N:6][CH:7]=[C:8]([C:10]([CH3:12])=[CH2:11])[CH:9]=1.C1C=C(Cl)C=C(C(OO)=[O:23])C=1, predict the reaction product. The product is: [CH3:1][O:2][CH:3]([O:13][CH3:14])[C:4]1[CH:5]=[N+:6]([O-:23])[CH:7]=[C:8]([C:10]([CH3:12])=[CH2:11])[CH:9]=1. (5) Given the reactants [I:1][C:2]1[CH:3]=[C:4]2[C:9](=[CH:10][CH:11]=1)[C:8](=[O:12])[NH:7][C:6](=[O:13])/[C:5]/2=[CH:14]\[NH:15][C:16]1[CH:17]=[CH:18][C:19]([N:22]2[CH2:27][CH2:26][N:25](C(OC(C)(C)C)=O)[CH2:24][CH2:23]2)=[N:20][CH:21]=1.P(=O)(O)(O)O.C(=O)([O-])[O-].[K+].[K+], predict the reaction product. The product is: [I:1][C:2]1[CH:3]=[C:4]2[C:9](=[CH:10][CH:11]=1)[C:8](=[O:12])[NH:7][C:6](=[O:13])/[C:5]/2=[CH:14]\[NH:15][C:16]1[CH:21]=[N:20][C:19]([N:22]2[CH2:23][CH2:24][NH:25][CH2:26][CH2:27]2)=[CH:18][CH:17]=1. (6) Given the reactants CN(C=O)C.C(Cl)(=O)C(Cl)=O.[Cl:12][C:13]1[CH:18]=[C:17]([O:19][C:20]([F:23])([F:22])[F:21])[CH:16]=[CH:15][C:14]=1[N:24]1[C:28]([CH3:29])=[C:27]([C:30](O)=[O:31])[N:26]=[N:25]1.[NH2:33][C:34]1[C:35](=[O:48])[N:36]([C:41]2[CH:46]=[CH:45][CH:44]=[CH:43][C:42]=2[F:47])[N:37]([CH3:40])[C:38]=1[CH3:39].C(N(CC)CC)C.C([O-])(O)=O.[Na+], predict the reaction product. The product is: [Cl:12][C:13]1[CH:18]=[C:17]([O:19][C:20]([F:21])([F:23])[F:22])[CH:16]=[CH:15][C:14]=1[N:24]1[C:28]([CH3:29])=[C:27]([C:30]([NH:33][C:34]2[C:35](=[O:48])[N:36]([C:41]3[CH:46]=[CH:45][CH:44]=[CH:43][C:42]=3[F:47])[N:37]([CH3:40])[C:38]=2[CH3:39])=[O:31])[N:26]=[N:25]1. (7) Given the reactants CN(C)C=O.[OH:6][C:7]1[CH:8]=[N:9][CH:10]=[CH:11][CH:12]=1.F[C:14]1[CH:21]=[CH:20][C:17]([CH:18]=[O:19])=[CH:16][CH:15]=1.C(=O)([O-])[O-].[K+].[K+], predict the reaction product. The product is: [N:9]1[CH:10]=[CH:11][CH:12]=[C:7]([O:6][C:14]2[CH:21]=[CH:20][C:17]([CH:18]=[O:19])=[CH:16][CH:15]=2)[CH:8]=1. (8) The product is: [CH3:40][C:37]1[CH:36]=[C:35]([C:31]2[CH:30]=[C:29]([C:27]3[CH2:26][C:25](=[O:41])[NH:24][C:9]4[CH:10]=[C:11]([C:20]([F:22])([F:23])[F:21])[C:12]([N:14]5[CH2:15][CH2:16][S:17][CH2:18][CH2:19]5)=[CH:13][C:8]=4[N:7]=3)[CH:34]=[CH:33][CH:32]=2)[O:39][N:38]=1. Given the reactants C(OC(=O)[NH:7][C:8]1[CH:13]=[C:12]([N:14]2[CH2:19][CH2:18][S:17][CH2:16][CH2:15]2)[C:11]([C:20]([F:23])([F:22])[F:21])=[CH:10][C:9]=1[NH:24][C:25](=[O:41])[CH2:26][C:27]([C:29]1[CH:34]=[CH:33][CH:32]=[C:31]([C:35]2[O:39][N:38]=[C:37]([CH3:40])[CH:36]=2)[CH:30]=1)=O)(C)(C)C.C(O)(C(F)(F)F)=O, predict the reaction product. (9) Given the reactants C([O:4][C@@H:5]1[C@@H:10]([O:11]C(=O)C)[C@H:9]([O:15]C(=O)C)[C@@H:8]([CH2:19][O:20]C(=O)C)[O:7][C@H:6]1[O:24][C:25]1[C:30]2[C:31]([CH2:34][CH2:35][C:36]3[CH:41]=[CH:40][CH:39]=[C:38]([O:42][CH2:43][CH2:44]O)[CH:37]=3)=[CH:32][O:33][C:29]=2[CH:28]=[CH:27][CH:26]=1)(=O)C.[NH2:46][CH:47]([CH2:50][OH:51])[CH2:48][OH:49].NCCO, predict the reaction product. The product is: [C@@H:6]1([O:24][C:25]2[C:30]3[C:31]([CH2:34][CH2:35][C:36]4[CH:41]=[CH:40][CH:39]=[C:38]([O:42][CH2:43][CH2:44][NH:46][CH:47]([CH2:50][OH:51])[CH2:48][OH:49])[CH:37]=4)=[CH:32][O:33][C:29]=3[CH:28]=[CH:27][CH:26]=2)[O:7][C@H:8]([CH2:19][OH:20])[C@@H:9]([OH:15])[C@H:10]([OH:11])[C@H:5]1[OH:4].